This data is from Peptide-MHC class II binding affinity with 134,281 pairs from IEDB. The task is: Regression. Given a peptide amino acid sequence and an MHC pseudo amino acid sequence, predict their binding affinity value. This is MHC class II binding data. The peptide sequence is NKICTSKGDSARVTV. The MHC is HLA-DPA10103-DPB10201 with pseudo-sequence HLA-DPA10103-DPB10201. The binding affinity (normalized) is 0.0311.